This data is from Full USPTO retrosynthesis dataset with 1.9M reactions from patents (1976-2016). The task is: Predict the reactants needed to synthesize the given product. Given the product [C:1]([C:5]1[CH:15]=[CH:14][CH:13]=[CH:12][C:6]=1[O:7][CH:8]1[CH2:9][N:10]([C:18](=[O:19])[CH2:17][C:16]([O:22][CH2:23][CH3:24])=[O:21])[CH2:11]1)([CH3:4])([CH3:2])[CH3:3], predict the reactants needed to synthesize it. The reactants are: [C:1]([C:5]1[CH:15]=[CH:14][CH:13]=[CH:12][C:6]=1[O:7][CH:8]1[CH2:11][NH:10][CH2:9]1)([CH3:4])([CH3:3])[CH3:2].[C:16]([O:22][CH2:23][CH3:24])(=[O:21])[CH2:17][C:18](O)=[O:19].CCN=C=NCCCN(C)C.C1C=CC2N(O)N=NC=2C=1.